The task is: Predict the reaction yield, written as a fraction of the theoretical maximum amount of product (1.0 means a 100% yield; for example, 0.34 means a 34% yield).. This data is from Reaction yield outcomes from USPTO patents with 853,638 reactions. (1) The reactants are [F:1][C:2]([F:15])([F:14])[O:3][C:4]1[CH:13]=[CH:12][C:7]2[N:8]=[C:9]([NH2:11])[S:10][C:6]=2[CH:5]=1.[CH2:16]([N:19]=[C:20]=[S:21])[CH2:17][CH3:18]. No catalyst specified. The product is [CH2:16]([NH:19][C:20]([NH:11][C:9]1[S:10][C:6]2[CH:5]=[C:4]([O:3][C:2]([F:1])([F:14])[F:15])[CH:13]=[CH:12][C:7]=2[N:8]=1)=[S:21])[CH2:17][CH3:18]. The yield is 0.400. (2) The reactants are [CH:1]1([CH2:6][CH:7]([C:11]2[CH:16]=[CH:15][C:14]([Cl:17])=[C:13]([Cl:18])[CH:12]=2)[C:8]([OH:10])=O)[CH2:5][CH2:4][CH2:3][CH2:2]1.C(Cl)(=O)C(Cl)=O.[F:25][C:26]1[CH:35]=[CH:34][C:29]2[N:30]=[C:31]([NH2:33])[S:32][C:28]=2[CH:27]=1.C(N(CC)C(C)C)(C)C. The catalyst is C(Cl)Cl.CN(C)C=O.O1CCCC1. The product is [CH:1]1([CH2:6][CH:7]([C:11]2[CH:16]=[CH:15][C:14]([Cl:17])=[C:13]([Cl:18])[CH:12]=2)[C:8]([NH:33][C:31]2[S:32][C:28]3[CH:27]=[C:26]([F:25])[CH:35]=[CH:34][C:29]=3[N:30]=2)=[O:10])[CH2:2][CH2:3][CH2:4][CH2:5]1. The yield is 0.950. (3) The reactants are [NH2:1][C@H:2]1[C@@H:5]([C@@H:6]2[CH2:10][O:9][C:8]([CH3:12])([CH3:11])[O:7]2)[N:4]([CH2:13][C:14]2[CH:19]=[CH:18][C:17]([O:20][CH3:21])=[CH:16][C:15]=2[O:22][CH3:23])[C:3]1=[O:24].C([O-])(O)=O.[Na+].Cl[C:31]([O:33][CH2:34][C:35]1[CH:40]=[CH:39][CH:38]=[CH:37][CH:36]=1)=[O:32]. No catalyst specified. The product is [CH2:34]([O:33][C:31](=[O:32])[NH:1][C@@H:2]1[C:3](=[O:24])[N:4]([CH2:13][C:14]2[CH:19]=[CH:18][C:17]([O:20][CH3:21])=[CH:16][C:15]=2[O:22][CH3:23])[C@@H:5]1[C@@H:6]1[CH2:10][O:9][C:8]([CH3:12])([CH3:11])[O:7]1)[C:35]1[CH:40]=[CH:39][CH:38]=[CH:37][CH:36]=1. The yield is 0.450. (4) The reactants are [O:1]1[C:5]2[CH:6]=[CH:7][C:8]([C:10]3([C:13]([NH:15][C:16]4[N:21]=[C:20]([C:22]5[CH:23]=[N:24][C:25]([O:28]C)=[CH:26][CH:27]=5)[C:19]([CH3:30])=[C:18]([CH3:31])[CH:17]=4)=[O:14])[CH2:12][CH2:11]3)=[CH:9][C:4]=2[CH2:3][CH2:2]1.[Si](I)(C)(C)C.CO.C(OCC)(=O)C. The catalyst is CC#N. The product is [O:1]1[C:5]2[CH:6]=[CH:7][C:8]([C:10]3([C:13]([NH:15][C:16]4[CH:17]=[C:18]([CH3:31])[C:19]([CH3:30])=[C:20]([C:22]5[CH:27]=[CH:26][C:25](=[O:28])[NH:24][CH:23]=5)[N:21]=4)=[O:14])[CH2:12][CH2:11]3)=[CH:9][C:4]=2[CH2:3][CH2:2]1. The yield is 0.620. (5) The product is [F:35][C:36]1[CH:37]=[C:38]([NH:43][C:44](=[O:70])[NH:45][C:46]2[CH:51]=[CH:50][C:49]([C:52]3[CH:60]=[C:59]4[C:55]([CH2:56][N:57]([C@@H:62]([CH:67]([CH3:68])[CH3:69])[C:63]([OH:65])=[O:64])[C:58]4=[O:61])=[CH:54][CH:53]=3)=[CH:48][CH:47]=2)[CH:39]=[CH:40][C:41]=1[F:42]. The yield is 0.960. No catalyst specified. The reactants are FC1C=CC(NC(=O)NC2C=CC(C3C=C4C(CN([C@@H](C(C)C)C(O)=O)C4=O)=CC=3)=CC=2)=CC=1.[F:35][C:36]1[CH:37]=[C:38]([NH:43][C:44](=[O:70])[NH:45][C:46]2[CH:51]=[CH:50][C:49]([C:52]3[CH:60]=[C:59]4[C:55]([CH2:56][N:57]([C@@H:62]([CH:67]([CH3:69])[CH3:68])[C:63]([O:65]C)=[O:64])[C:58]4=[O:61])=[CH:54][CH:53]=3)=[CH:48][CH:47]=2)[CH:39]=[CH:40][C:41]=1[F:42]. (6) The reactants are [CH3:1][C:2]1[CH:10]=[CH:9][C:5]([C:6](O)=[O:7])=[CH:4][N:3]=1.ON1C2C=CC=CC=2N=N1.CCN=C=NCCCN(C)C.Cl.CN1CCOCC1.Cl.[CH3:41][NH:42][O:43][CH3:44]. The catalyst is CN(C=O)C. The product is [CH3:44][O:43][N:42]([CH3:41])[C:6](=[O:7])[C:5]1[CH:9]=[CH:10][C:2]([CH3:1])=[N:3][CH:4]=1. The yield is 0.290.